This data is from Catalyst prediction with 721,799 reactions and 888 catalyst types from USPTO. The task is: Predict which catalyst facilitates the given reaction. (1) Reactant: [S:1]1[C:5]2[CH:6]=[CH:7][CH:8]=[CH:9][C:4]=2[N:3]=[C:2]1[NH:10][C:11]([C:13]1[CH:14]=[CH:15][CH:16]=[C:17]2[C:22]=1[CH2:21][N:20]([C:23]1[N:28]=[C:27]([C:29](O)=[O:30])[C:26]([C:32]3[CH:33]=[N:34][N:35]([CH2:38][C:39]4([CH2:46][CH2:47][O:48][CH3:49])[CH2:45][CH2:44][CH2:43][CH2:42][CH2:41][CH2:40]4)[C:36]=3[CH3:37])=[CH:25][CH:24]=1)[CH2:19][CH2:18]2)=[O:12].[CH3:50][S:51]([NH2:54])(=[O:53])=[O:52].Cl.C(N=C=NCCCN(C)C)C. Product: [S:1]1[C:5]2[CH:6]=[CH:7][CH:8]=[CH:9][C:4]=2[N:3]=[C:2]1[NH:10][C:11]([C:13]1[CH:14]=[CH:15][CH:16]=[C:17]2[C:22]=1[CH2:21][N:20]([C:23]1[CH:24]=[CH:25][C:26]([C:32]3[CH:33]=[N:34][N:35]([CH2:38][C:39]4([CH2:46][CH2:47][O:48][CH3:49])[CH2:40][CH2:41][CH2:42][CH2:43][CH2:44][CH2:45]4)[C:36]=3[CH3:37])=[C:27]([C:29](=[O:30])[NH:54][S:51]([CH3:50])(=[O:53])=[O:52])[N:28]=1)[CH2:19][CH2:18]2)=[O:12]. The catalyst class is: 112. (2) Reactant: [NH2:1][OH:2].[F:3][C:4]([F:22])([F:21])[C:5]1[CH:10]=[CH:9][CH:8]=[CH:7][C:6]=1[NH:11][C:12]1[CH:13]=[CH:14][C:15]([C:18](=O)[CH3:19])=[N:16][CH:17]=1. Product: [F:3][C:4]([F:22])([F:21])[C:5]1[CH:10]=[CH:9][CH:8]=[CH:7][C:6]=1[NH:11][C:12]1[CH:13]=[CH:14][C:15](/[C:18](=[N:1]\[OH:2])/[CH3:19])=[N:16][CH:17]=1. The catalyst class is: 8. (3) Reactant: [CH3:1][C:2]1[O:6][N:5]=[C:4]([C:7]2[N:12]=[CH:11][C:10]([OH:13])=[CH:9][CH:8]=2)[N:3]=1.C(=O)([O-])[O-].[K+].[K+].F[C:21]1[CH:22]=[CH:23][C:24]([N+:31]([O-:33])=[O:32])=[C:25]([CH:30]=1)[C:26]([O:28][CH3:29])=[O:27].[Cl-].[NH4+]. Product: [CH3:1][C:2]1[O:6][N:5]=[C:4]([C:7]2[N:12]=[CH:11][C:10]([O:13][C:21]3[CH:22]=[CH:23][C:24]([N+:31]([O-:33])=[O:32])=[C:25]([CH:30]=3)[C:26]([O:28][CH3:29])=[O:27])=[CH:9][CH:8]=2)[N:3]=1. The catalyst class is: 9.